Regression. Given two drug SMILES strings and cell line genomic features, predict the synergy score measuring deviation from expected non-interaction effect. From a dataset of NCI-60 drug combinations with 297,098 pairs across 59 cell lines. (1) Drug 1: C1CCC(C1)C(CC#N)N2C=C(C=N2)C3=C4C=CNC4=NC=N3. Drug 2: C1C(C(OC1N2C=NC(=NC2=O)N)CO)O. Cell line: SW-620. Synergy scores: CSS=37.1, Synergy_ZIP=3.99, Synergy_Bliss=5.55, Synergy_Loewe=-4.39, Synergy_HSA=6.37. (2) Drug 1: CN(C)N=NC1=C(NC=N1)C(=O)N. Drug 2: C1C(C(OC1N2C=NC3=C2NC=NCC3O)CO)O. Cell line: KM12. Synergy scores: CSS=9.64, Synergy_ZIP=-5.84, Synergy_Bliss=-1.50, Synergy_Loewe=0.0217, Synergy_HSA=1.84.